This data is from Forward reaction prediction with 1.9M reactions from USPTO patents (1976-2016). The task is: Predict the product of the given reaction. (1) Given the reactants [F:1][C:2]1[CH:7]=[CH:6][C:5]([NH:8]/[N:9]=[CH:10]/[CH:11]=[C:12]2[C:17](=[O:18])[O:16]C(C)(C)[O:14][C:13]2=O)=[CH:4][CH:3]=1.C[O-].[Na+].Cl, predict the reaction product. The product is: [F:1][C:2]1[CH:7]=[CH:6][C:5]([N:8]2[C:13](=[O:14])[C:12]([C:17]([OH:16])=[O:18])=[CH:11][CH:10]=[N:9]2)=[CH:4][CH:3]=1. (2) Given the reactants [CH:1]1([N:5]2[CH2:11][CH2:10][C:9]3[S:12][C:13]([C:15]4[CH:16]=[CH:17][C:18]([C:21]([OH:23])=O)=[N:19][CH:20]=4)=[N:14][C:8]=3[CH2:7][CH2:6]2)[CH2:4][CH2:3][CH2:2]1.[CH3:24][NH2:25].O1CCCC1, predict the reaction product. The product is: [CH:1]1([N:5]2[CH2:11][CH2:10][C:9]3[S:12][C:13]([C:15]4[CH:16]=[CH:17][C:18]([C:21]([NH:25][CH3:24])=[O:23])=[N:19][CH:20]=4)=[N:14][C:8]=3[CH2:7][CH2:6]2)[CH2:4][CH2:3][CH2:2]1. (3) Given the reactants Cl[S:2]([C:5]1[CH:6]=[C:7]([CH:11]=[CH:12][CH:13]=1)[C:8](Cl)=[O:9])(=[O:4])=[O:3].[F:14][C:15]1[CH:20]=[CH:19][C:18]([CH:21]([C:28]2[CH:33]=[CH:32][C:31]([F:34])=[CH:30][CH:29]=2)[N:22]2[CH2:27][CH2:26][NH:25][CH2:24][CH2:23]2)=[CH:17][CH:16]=1.C(=O)([O-])[O-].[Na+].[Na+].[CH2:41]1[NH:46][CH2:45][CH2:44][N:43]2[CH2:47][CH2:48][CH2:49][C@H:42]12, predict the reaction product. The product is: [F:34][C:31]1[CH:32]=[CH:33][C:28]([CH:21]([C:18]2[CH:17]=[CH:16][C:15]([F:14])=[CH:20][CH:19]=2)[N:22]2[CH2:23][CH2:24][N:25]([C:8]([C:7]3[CH:6]=[C:5]([S:2]([N:46]4[CH2:45][CH2:44][N:43]5[CH2:47][CH2:48][CH2:49][C@@H:42]5[CH2:41]4)(=[O:4])=[O:3])[CH:13]=[CH:12][CH:11]=3)=[O:9])[CH2:26][CH2:27]2)=[CH:29][CH:30]=1. (4) Given the reactants Br[C:2]1[CH:3]=[CH:4][C:5]([CH2:8][S:9]([CH3:12])(=[O:11])=[O:10])=[N:6][CH:7]=1.[C:13](=[NH:26])([C:20]1[CH:25]=[CH:24][CH:23]=[CH:22][CH:21]=1)[C:14]1[CH:19]=[CH:18][CH:17]=[CH:16][CH:15]=1, predict the reaction product. The product is: [C:20]1([C:13]([C:14]2[CH:15]=[CH:16][CH:17]=[CH:18][CH:19]=2)=[N:26][C:2]2[CH:7]=[N:6][C:5]([CH2:8][S:9]([CH3:12])(=[O:11])=[O:10])=[CH:4][CH:3]=2)[CH:21]=[CH:22][CH:23]=[CH:24][CH:25]=1. (5) Given the reactants [CH3:1][O:2][C:3](=[O:20])[CH:4]([O:13][C:14]1[CH:19]=[CH:18][CH:17]=[CH:16][CH:15]=1)[CH2:5][C:6]1[CH:11]=[CH:10][C:9]([OH:12])=[CH:8][CH:7]=1.Br[CH2:22][CH2:23][CH2:24][O:25][C:26]1[CH:31]=[CH:30][C:29]([O:32][C:33]2[CH:38]=[CH:37][CH:36]=[CH:35][CH:34]=2)=[CH:28][CH:27]=1.CC(C)([O-])C.[K+], predict the reaction product. The product is: [CH3:1][O:2][C:3](=[O:20])[CH:4]([O:13][C:14]1[CH:15]=[CH:16][CH:17]=[CH:18][CH:19]=1)[CH2:5][C:6]1[CH:11]=[CH:10][C:9]([O:12][CH2:22][CH2:23][CH2:24][O:25][C:26]2[CH:31]=[CH:30][C:29]([O:32][C:33]3[CH:38]=[CH:37][CH:36]=[CH:35][CH:34]=3)=[CH:28][CH:27]=2)=[CH:8][CH:7]=1. (6) Given the reactants [Cl:1][C:2]1[CH:7]=[C:6]([N+:8]([O-])=O)[CH:5]=[CH:4][C:3]=1[O:11][C:12]1[CH:17]=[CH:16][CH:15]=[C:14]([O:18][C:19]([F:24])([F:23])[CH:20]([F:22])[F:21])[CH:13]=1.[Cl-].[Ca+2].[Cl-].O, predict the reaction product. The product is: [Cl:1][C:2]1[CH:7]=[C:6]([CH:5]=[CH:4][C:3]=1[O:11][C:12]1[CH:17]=[CH:16][CH:15]=[C:14]([O:18][C:19]([F:23])([F:24])[CH:20]([F:21])[F:22])[CH:13]=1)[NH2:8].